This data is from Forward reaction prediction with 1.9M reactions from USPTO patents (1976-2016). The task is: Predict the product of the given reaction. (1) Given the reactants Cl.[CH3:2][O:3][C:4]1[CH:5]=[C:6]([C:12]2[C:13]([CH3:25])([CH3:24])[C:14](=[O:23])[N:15]([CH:17]3[CH2:22][CH2:21][NH:20][CH2:19][CH2:18]3)[N:16]=2)[CH:7]=[CH:8][C:9]=1[O:10][CH3:11].[CH3:26][O:27][C:28]1[N:36]=[C:35]([O:37][CH3:38])[CH:34]=[CH:33][C:29]=1[C:30](O)=[O:31], predict the reaction product. The product is: [CH3:2][O:3][C:4]1[CH:5]=[C:6]([C:12]2[C:13]([CH3:25])([CH3:24])[C:14](=[O:23])[N:15]([CH:17]3[CH2:22][CH2:21][N:20]([C:30]([C:29]4[C:28]([O:27][CH3:26])=[N:36][C:35]([O:37][CH3:38])=[CH:34][CH:33]=4)=[O:31])[CH2:19][CH2:18]3)[N:16]=2)[CH:7]=[CH:8][C:9]=1[O:10][CH3:11]. (2) Given the reactants [O:1]1[C:5]2[CH:6]=[CH:7][C:8]([CH:10]([C:19]3[CH:24]=[CH:23][CH:22]=[CH:21][CH:20]=3)[CH2:11][C:12](OC(C)(C)C)=[O:13])=[CH:9][C:4]=2[O:3][CH2:2]1.[H-].C([Al+]CC(C)C)C(C)C.CO.C(O)(=O)CC(CC(O)=O)(C(O)=O)O, predict the reaction product. The product is: [O:1]1[C:5]2[CH:6]=[CH:7][C:8]([CH:10]([C:19]3[CH:20]=[CH:21][CH:22]=[CH:23][CH:24]=3)[CH2:11][CH:12]=[O:13])=[CH:9][C:4]=2[O:3][CH2:2]1. (3) Given the reactants [C-]#N.[K+].CC(C)(O)[C:6]#[N:7].[Cl:10][C:11]1[CH:12]=[C:13](/[C:18](/[C:37]([F:40])([F:39])[F:38])=[CH:19]\[C:20]([C:22]2[CH:35]=[CH:34][C:25]([C:26]([NH:28][C:29]3([CH3:33])[CH2:32][S:31][CH2:30]3)=[O:27])=[C:24]([CH3:36])[CH:23]=2)=[O:21])[CH:14]=[C:15]([Cl:17])[CH:16]=1.O, predict the reaction product. The product is: [C:6]([C@@:18]([C:13]1[CH:14]=[C:15]([Cl:17])[CH:16]=[C:11]([Cl:10])[CH:12]=1)([C:37]([F:40])([F:39])[F:38])[CH2:19][C:20]([C:22]1[CH:35]=[CH:34][C:25]([C:26]([NH:28][C:29]2([CH3:33])[CH2:32][S:31][CH2:30]2)=[O:27])=[C:24]([CH3:36])[CH:23]=1)=[O:21])#[N:7]. (4) Given the reactants [N+:1]([CH2:4][CH2:5][C:6]1[CH:7]=[CH:8][C:9]([O:12][C:13]2[CH:14]=[N:15][CH:16]=[CH:17][CH:18]=2)=[N:10][CH:11]=1)([O-:3])=O.C[O-].[Li+].[C:22]([C:24]1[C:25]([NH2:31])=[N:26][C:27]([NH2:30])=[CH:28][CH:29]=1)#[CH:23].C(N(CC)CC)C, predict the reaction product. The product is: [N:15]1[CH:16]=[CH:17][CH:18]=[C:13]([O:12][C:9]2[N:10]=[CH:11][C:6]([CH2:5][C:4]3[CH:23]=[C:22]([C:24]4[C:25]([NH2:31])=[N:26][C:27]([NH2:30])=[CH:28][CH:29]=4)[O:3][N:1]=3)=[CH:7][CH:8]=2)[CH:14]=1. (5) Given the reactants O[N:2]1C2C=CC=CC=2N=N1.CCN=C=NCCCN(C)C.C(N(CC)C(C)C)(C)C.C(OC([N:38]1[CH2:42][CH2:41][CH:40]([C:43]2[CH:48]=[CH:47][C:46]([NH:49][C:50]3[N:55]=[C:54]([CH2:56][CH2:57][C:58]4[CH:63]=[CH:62][CH:61]=[CH:60][C:59]=4[CH2:64][C:65]([O-:67])=O)[C:53]([C:68]([F:71])([F:70])[F:69])=[CH:52][N:51]=3)=[CH:45][CH:44]=2)[CH2:39]1)=O)(C)(C)C.[Li+].C(=O)([O-])[O-].[NH4+].[NH4+], predict the reaction product. The product is: [NH:38]1[CH2:42][CH2:41][CH:40]([C:43]2[CH:44]=[CH:45][C:46]([NH:49][C:50]3[N:55]=[C:54]([CH2:56][CH2:57][C:58]4[CH:63]=[CH:62][CH:61]=[CH:60][C:59]=4[CH2:64][C:65]([NH2:2])=[O:67])[C:53]([C:68]([F:71])([F:70])[F:69])=[CH:52][N:51]=3)=[CH:47][CH:48]=2)[CH2:39]1.